From a dataset of NCI-60 drug combinations with 297,098 pairs across 59 cell lines. Regression. Given two drug SMILES strings and cell line genomic features, predict the synergy score measuring deviation from expected non-interaction effect. Drug 1: CS(=O)(=O)C1=CC(=C(C=C1)C(=O)NC2=CC(=C(C=C2)Cl)C3=CC=CC=N3)Cl. Drug 2: C1C(C(OC1N2C=NC3=C(N=C(N=C32)Cl)N)CO)O. Cell line: MDA-MB-435. Synergy scores: CSS=-10.1, Synergy_ZIP=4.22, Synergy_Bliss=0.693, Synergy_Loewe=-12.4, Synergy_HSA=-7.18.